Dataset: Reaction yield outcomes from USPTO patents with 853,638 reactions. Task: Predict the reaction yield, written as a fraction of the theoretical maximum amount of product (1.0 means a 100% yield; for example, 0.34 means a 34% yield). (1) The product is [Cl:1][C:2]1[CH:11]=[C:10]([N+:22]([O-:24])=[O:23])[C:9]2[NH:8][C:7](=[O:12])[C:6]3=[C:13]([CH3:16])[NH:14][N:15]=[C:5]3[C:4]=2[CH:3]=1. The reactants are [Cl:1][C:2]1[CH:11]=[CH:10][C:9]2[NH:8][C:7](=[O:12])[C:6]3=[C:13]([CH3:16])[NH:14][N:15]=[C:5]3[C:4]=2[CH:3]=1.S(=O)(=O)(O)O.[N+:22]([O-])([O-:24])=[O:23].[K+]. No catalyst specified. The yield is 1.00. (2) The reactants are [CH3:1][O:2][C:3]1[CH:4]=[C:5]2[C:10](=[CH:11][C:12]=1[O:13][CH3:14])[N:9]=[CH:8][CH:7]=[C:6]2[O:15][C:16]1[CH:22]=[CH:21][C:19]([NH2:20])=[CH:18][CH:17]=1.C(O)C.[Cl:26][C:27]1[CH:32]=[CH:31][CH:30]=[CH:29][C:28]=1[C:33]([N:35]=[C:36]=[S:37])=[O:34]. The catalyst is C1(C)C=CC=CC=1. The product is [Cl:26][C:27]1[CH:32]=[CH:31][CH:30]=[CH:29][C:28]=1[C:33]([NH:35][C:36]([NH:20][C:19]1[CH:21]=[CH:22][C:16]([O:15][C:6]2[C:5]3[C:10](=[CH:11][C:12]([O:13][CH3:14])=[C:3]([O:2][CH3:1])[CH:4]=3)[N:9]=[CH:8][CH:7]=2)=[CH:17][CH:18]=1)=[S:37])=[O:34]. The yield is 1.00. (3) The reactants are Br[C:2]1[CH:3]=[C:4]([CH:9]=[CH:10][CH:11]=1)[C:5]([O:7][CH3:8])=[O:6].[C-]#N.[K+].[C:15](#[N:17])[CH3:16]. The catalyst is C1OCCOCCOCCOCCOCCOC1. The product is [C:15]([CH2:16][C:2]1[CH:3]=[C:4]([CH:9]=[CH:10][CH:11]=1)[C:5]([O:7][CH3:8])=[O:6])#[N:17]. The yield is 0.910. (4) The reactants are [CH:1]([O:8][CH2:9][CH3:10])([O:5]CC)OCC.C(OC(=O)C)(=O)C.C([O:20][C:21](=O)[CH:22]([CH3:31])[C:23](=[O:30])[CH2:24][C:25](OCC)=O)C.[CH3:33][NH2:34]. The catalyst is C(OCC)C.O. The product is [CH2:9]([O:8][C:1]([C:24]1[C:23]([OH:30])=[C:22]([CH3:31])[C:21](=[O:20])[N:34]([CH3:33])[CH:25]=1)=[O:5])[CH3:10]. The yield is 0.550.